This data is from Catalyst prediction with 721,799 reactions and 888 catalyst types from USPTO. The task is: Predict which catalyst facilitates the given reaction. (1) Product: [F:19][C:14]1[CH:15]=[CH:16][CH:17]=[C:18]2[C:13]=1[C:12]([NH2:20])=[N:11][C:10]2([C:4]1[CH:5]=[CH:6][C:7]([O:8][CH3:9])=[C:2]([C:35]2[CH:36]=[N:31][CH:32]=[N:33][CH:34]=2)[CH:3]=1)[C:21]1[CH:26]=[CH:25][N:24]=[C:23]([C:27]([F:28])([F:29])[F:30])[CH:22]=1. Reactant: Br[C:2]1[CH:3]=[C:4]([C:10]2([C:21]3[CH:26]=[CH:25][N:24]=[C:23]([C:27]([F:30])([F:29])[F:28])[CH:22]=3)[C:18]3[C:13](=[C:14]([F:19])[CH:15]=[CH:16][CH:17]=3)[C:12]([NH2:20])=[N:11]2)[CH:5]=[CH:6][C:7]=1[O:8][CH3:9].[N:31]1[CH:36]=[C:35](B(O)O)[CH:34]=[N:33][CH:32]=1.C(=O)([O-])[O-].[K+].[K+].CO. The catalyst class is: 151. (2) Reactant: [NH2:1][C:2]1[CH:6]=[C:5]([C:7]2[CH:12]=[CH:11][C:10]([C:13]#[N:14])=[CH:9][CH:8]=2)[S:4][C:3]=1[C:15]([O:17]C)=[O:16].[OH-].[Li+].Cl. Product: [NH2:1][C:2]1[CH:6]=[C:5]([C:7]2[CH:8]=[CH:9][C:10]([C:13]#[N:14])=[CH:11][CH:12]=2)[S:4][C:3]=1[C:15]([OH:17])=[O:16]. The catalyst class is: 12. (3) Reactant: [H-].[Na+].[O:3]=[C:4]1[C:8]2([CH2:13][CH2:12][N:11]([C:14]([O:16][CH2:17][C:18]3[CH:23]=[CH:22][CH:21]=[CH:20][CH:19]=3)=[O:15])[CH2:10][CH2:9]2)[N:7]([C:24]2[CH:29]=[CH:28][CH:27]=[CH:26][CH:25]=2)[CH2:6][NH:5]1.Br[CH2:31][C:32]1[CH:44]=[CH:43][C:35]([C:36]([O:38][C:39]([CH3:42])([CH3:41])[CH3:40])=[O:37])=[CH:34][CH:33]=1. Product: [C:39]([O:38][C:36]([C:35]1[CH:43]=[CH:44][C:32]([CH2:31][N:5]2[C:4](=[O:3])[C:8]3([CH2:9][CH2:10][N:11]([C:14]([O:16][CH2:17][C:18]4[CH:19]=[CH:20][CH:21]=[CH:22][CH:23]=4)=[O:15])[CH2:12][CH2:13]3)[N:7]([C:24]3[CH:29]=[CH:28][CH:27]=[CH:26][CH:25]=3)[CH2:6]2)=[CH:33][CH:34]=1)=[O:37])([CH3:42])([CH3:40])[CH3:41]. The catalyst class is: 9. (4) Reactant: [Cl:1][C:2]1[CH:3]=[CH:4][C:5]([O:31][CH3:32])=[C:6]([C:8]2[C:12]([NH:13][C:14]([C:16]3[C:24]4[N:23]=[CH:22][N:21]=[CH:20][C:19]=4[NH:18][N:17]=3)=[O:15])=[CH:11][N:10]([C:25]([CH3:30])([CH3:29])[C:26](O)=[O:27])[N:9]=2)[CH:7]=1.[NH:33]1[CH2:36][CH2:35][CH2:34]1.C(N(CC)C(C)C)(C)C. Product: [N:33]1([C:26](=[O:27])[C:25]([N:10]2[CH:11]=[C:12]([NH:13][C:14]([C:16]3[C:24]4[N:23]=[CH:22][N:21]=[CH:20][C:19]=4[NH:18][N:17]=3)=[O:15])[C:8]([C:6]3[CH:7]=[C:2]([Cl:1])[CH:3]=[CH:4][C:5]=3[O:31][CH3:32])=[N:9]2)([CH3:30])[CH3:29])[CH2:36][CH2:35][CH2:34]1. The catalyst class is: 9. (5) Reactant: [CH3:1][P:2]([OH:11])([CH2:4][CH2:5][CH:6]([NH2:10])[C:7]([OH:9])=[O:8])=[O:3]. Product: [CH3:1][P:2]([OH:11])([CH2:4][CH2:5][CH:6]([NH2:10])[C:7]([O-:9])=[O:8])=[O:3].[NH4+:10]. The catalyst class is: 6. (6) Reactant: [C:1]1([S:7]([NH:10][C:11](=[O:32])[CH:12]=[CH:13][C:14]2[CH:15]=[CH:16][C:17]3[N:21]=[C:20]([CH3:22])[N:19]([CH2:23][C:24]4[CH:29]=[CH:28][CH:27]=[CH:26][C:25]=4[Cl:30])[C:18]=3[CH:31]=2)(=[O:9])=[O:8])[CH:6]=[CH:5][CH:4]=[CH:3][CH:2]=1. Product: [C:1]1([S:7]([NH:10][C:11](=[O:32])[CH2:12][CH2:13][C:14]2[CH:15]=[CH:16][C:17]3[N:21]=[C:20]([CH3:22])[N:19]([CH2:23][C:24]4[CH:29]=[CH:28][CH:27]=[CH:26][C:25]=4[Cl:30])[C:18]=3[CH:31]=2)(=[O:9])=[O:8])[CH:2]=[CH:3][CH:4]=[CH:5][CH:6]=1. The catalyst class is: 63. (7) Reactant: [F:1][C:2]([F:27])([F:26])[C:3]1[CH:25]=[CH:24][CH:23]=[CH:22][C:4]=1[C:5]([N:7]1[CH2:12][CH2:11][N:10]([C:13]2[CH:21]=[CH:20][C:16]([C:17]([OH:19])=O)=[CH:15][N:14]=2)[CH2:9][CH2:8]1)=[O:6].C(N(C(C)C)CC)(C)C.O.O[N:39]1[C:43]2[CH:44]=[CH:45][CH:46]=[CH:47]C=2N=N1.CCN=C=NCCCN(C)C.C1(CCN)CC1. Product: [CH:45]1([CH2:44][CH2:43][NH:39][C:17](=[O:19])[C:16]2[CH:20]=[CH:21][C:13]([N:10]3[CH2:9][CH2:8][N:7]([C:5](=[O:6])[C:4]4[CH:22]=[CH:23][CH:24]=[CH:25][C:3]=4[C:2]([F:27])([F:26])[F:1])[CH2:12][CH2:11]3)=[N:14][CH:15]=2)[CH2:46][CH2:47]1. The catalyst class is: 4.